Task: Predict the product of the given reaction.. Dataset: Forward reaction prediction with 1.9M reactions from USPTO patents (1976-2016) (1) Given the reactants [N+:1]([C:4]1[CH:9]=[CH:8][C:7]([N:10]2[CH2:13][CH:12]([NH:14][C:15](=[O:17])[CH3:16])[CH2:11]2)=[CH:6][CH:5]=1)([O-:3])=[O:2].I[CH3:19], predict the reaction product. The product is: [CH3:19][N:14]([CH:12]1[CH2:11][N:10]([C:7]2[CH:8]=[CH:9][C:4]([N+:1]([O-:3])=[O:2])=[CH:5][CH:6]=2)[CH2:13]1)[C:15](=[O:17])[CH3:16]. (2) The product is: [Br:1][C:2]1[CH:23]=[CH:22][C:21]([F:24])=[CH:20][C:3]=1[O:4][CH:5]1[CH2:10][CH2:9][N:8]([C:11]2[N:12]=[CH:13][C:14]3[N:19]=[N:18][N:17]([CH2:28][C:29]([O:31][CH2:32][CH3:33])=[O:30])[C:15]=3[N:16]=2)[CH2:7][CH2:6]1. Given the reactants [Br:1][C:2]1[CH:23]=[CH:22][C:21]([F:24])=[CH:20][C:3]=1[O:4][CH:5]1[CH2:10][CH2:9][N:8]([C:11]2[N:12]=[CH:13][C:14]3[N:19]=[N:18][NH:17][C:15]=3[N:16]=2)[CH2:7][CH2:6]1.[H-].[Na+].Br[CH2:28][C:29]([O:31][CH2:32][CH3:33])=[O:30], predict the reaction product. (3) Given the reactants CC(C)([O-])C.[K+].[Cl:7][C:8]1[CH:9]=[C:10]([C:15]#[C:16][Si](C)(C)C)[C:11]([NH2:14])=[N:12][CH:13]=1, predict the reaction product. The product is: [Cl:7][C:8]1[CH:9]=[C:10]2[CH:15]=[CH:16][NH:14][C:11]2=[N:12][CH:13]=1. (4) Given the reactants [C:1]([C:5]1([C:10]2[CH:15]=[CH:14][C:13]([CH2:16][CH2:17][C:18]3([CH:26]4[CH2:30][CH2:29][CH2:28][CH2:27]4)[O:23][C:22](=[O:24])[CH2:21][C:20](=[O:25])[CH2:19]3)=[CH:12][CH:11]=2)OCC[O:6]1)([CH3:4])([CH3:3])[CH3:2], predict the reaction product. The product is: [CH:26]1([C:18]2([CH2:17][CH2:16][C:13]3[CH:14]=[CH:15][C:10]([C:5](=[O:6])[C:1]([CH3:3])([CH3:2])[CH3:4])=[CH:11][CH:12]=3)[O:23][C:22](=[O:24])[CH2:21][C:20](=[O:25])[CH2:19]2)[CH2:30][CH2:29][CH2:28][CH2:27]1. (5) The product is: [C:1]([O:5][C:6]([N:8]1[CH2:14][CH2:13][CH2:12][N:11]([C:15]2[CH:20]=[CH:19][C:18]([NH2:21])=[C:17]([C:24](=[O:33])[NH:25][CH2:26][C:27](=[O:32])[NH:28][CH:29]([CH3:30])[CH3:31])[CH:16]=2)[CH2:10][CH:9]1[CH3:34])=[O:7])([CH3:3])([CH3:2])[CH3:4]. Given the reactants [C:1]([O:5][C:6]([N:8]1[CH2:14][CH2:13][CH2:12][N:11]([C:15]2[CH:20]=[CH:19][C:18]([N+:21]([O-])=O)=[C:17]([C:24](=[O:33])[NH:25][CH2:26][C:27](=[O:32])[NH:28][CH:29]([CH3:31])[CH3:30])[CH:16]=2)[CH2:10][CH:9]1[CH3:34])=[O:7])([CH3:4])([CH3:3])[CH3:2], predict the reaction product. (6) Given the reactants [Cl:1][C:2]1[C:3]([C:17]2[C:22]([Cl:23])=[CH:21][N:20]=[C:19](F)[CH:18]=2)=[N:4][C:5]([NH:8][C@@H:9]([CH:11]2[CH2:16][CH2:15][O:14][CH2:13][CH2:12]2)[CH3:10])=[CH:6][CH:7]=1.[OH-].[NH4+:26], predict the reaction product. The product is: [Cl:1][C:2]1[C:3]([C:17]2[C:22]([Cl:23])=[CH:21][N:20]=[C:19]([NH2:26])[CH:18]=2)=[N:4][C:5]([NH:8][C@@H:9]([CH:11]2[CH2:16][CH2:15][O:14][CH2:13][CH2:12]2)[CH3:10])=[CH:6][CH:7]=1. (7) Given the reactants [CH:1]1([CH2:6][CH2:7][C:8]([N:10]([C@H:12]2[C:20]3[C:15](=[CH:16][CH:17]=[C:18]([C:21]([O:23]C)=[O:22])[CH:19]=3)[CH2:14][CH2:13]2)[CH3:11])=[O:9])[CH2:5][CH2:4][CH2:3][CH2:2]1.O[Li].O, predict the reaction product. The product is: [CH:1]1([CH2:6][CH2:7][C:8]([N:10]([C@H:12]2[C:20]3[C:15](=[CH:16][CH:17]=[C:18]([C:21]([OH:23])=[O:22])[CH:19]=3)[CH2:14][CH2:13]2)[CH3:11])=[O:9])[CH2:2][CH2:3][CH2:4][CH2:5]1. (8) Given the reactants [Cl:1][C:2]1[CH:7]=[CH:6][C:5]([C:8]2[NH:9][C:10]3[N:11]([N:15]=[CH:16][C:17]=3[C:18](/[N:20]=[C:21](/[N:23](C)C)\[CH3:22])=[O:19])[C:12](=[O:14])[CH:13]=2)=[CH:4][CH:3]=1.NO.Cl.CC(O)=O.[OH-].[Na+], predict the reaction product. The product is: [Cl:1][C:2]1[CH:7]=[CH:6][C:5]([C:8]2[NH:9][C:10]3[N:11]([N:15]=[CH:16][C:17]=3[C:18]3[O:19][N:23]=[C:21]([CH3:22])[N:20]=3)[C:12](=[O:14])[CH:13]=2)=[CH:4][CH:3]=1. (9) Given the reactants Cl[C:2]1[C:7]([N+:8]([O-:10])=[O:9])=[CH:6][CH:5]=[C:4]([O:11][CH3:12])[N:3]=1.[CH3:13][N:14]([CH3:18])[CH2:15][CH2:16][NH2:17], predict the reaction product. The product is: [CH3:12][O:11][C:4]1[N:3]=[C:2]([NH:17][CH2:16][CH2:15][N:14]([CH3:18])[CH3:13])[C:7]([N+:8]([O-:10])=[O:9])=[CH:6][CH:5]=1.